From a dataset of NCI-60 drug combinations with 297,098 pairs across 59 cell lines. Regression. Given two drug SMILES strings and cell line genomic features, predict the synergy score measuring deviation from expected non-interaction effect. Cell line: IGROV1. Drug 1: CC1=C(N=C(N=C1N)C(CC(=O)N)NCC(C(=O)N)N)C(=O)NC(C(C2=CN=CN2)OC3C(C(C(C(O3)CO)O)O)OC4C(C(C(C(O4)CO)O)OC(=O)N)O)C(=O)NC(C)C(C(C)C(=O)NC(C(C)O)C(=O)NCCC5=NC(=CS5)C6=NC(=CS6)C(=O)NCCC[S+](C)C)O. Synergy scores: CSS=28.0, Synergy_ZIP=-7.04, Synergy_Bliss=0.797, Synergy_Loewe=-2.65, Synergy_HSA=3.88. Drug 2: C1=NC2=C(N1)C(=S)N=CN2.